This data is from Full USPTO retrosynthesis dataset with 1.9M reactions from patents (1976-2016). The task is: Predict the reactants needed to synthesize the given product. (1) Given the product [CH3:1][N:2]([C@@H:3]([C:27]1[CH:28]=[CH:29][CH:30]=[CH:31][CH:32]=1)[CH2:4][N:5]1[CH2:9][CH2:8][C@H:7]([O:10][CH2:11][CH2:12][O:13][CH2:14][CH2:15][O:16][CH2:17][CH2:18][O:19][CH2:20][CH2:21][O:22][CH2:23][CH2:24][O:25][CH3:26])[CH2:6]1)[C:40](=[O:41])[CH:39]([C:33]1[CH:38]=[CH:37][CH:36]=[CH:35][CH:34]=1)[C:43]1[CH:48]=[CH:47][CH:46]=[CH:45][CH:44]=1, predict the reactants needed to synthesize it. The reactants are: [CH3:1][NH:2][C@@H:3]([C:27]1[CH:32]=[CH:31][CH:30]=[CH:29][CH:28]=1)[CH2:4][N:5]1[CH2:9][CH2:8][C@H:7]([O:10][CH2:11][CH2:12][O:13][CH2:14][CH2:15][O:16][CH2:17][CH2:18][O:19][CH2:20][CH2:21][O:22][CH2:23][CH2:24][O:25][CH3:26])[CH2:6]1.[C:33]1([CH:39]([C:43]2[CH:48]=[CH:47][CH:46]=[CH:45][CH:44]=2)[C:40](Cl)=[O:41])[CH:38]=[CH:37][CH:36]=[CH:35][CH:34]=1.C(N(CC)C(C)C)(C)C. (2) Given the product [CH3:21][O:8][C:7]1[C:6]([O:9][CH3:10])=[C:5]([O:11][CH3:12])[C:4]([O:19][CH3:20])=[CH:3][C:2]=1[CH3:1], predict the reactants needed to synthesize it. The reactants are: [CH3:1][C:2]1[C:7]([OH:8])=[C:6]([O:9][CH3:10])[C:5]([O:11][CH3:12])=[C:4](O)[CH:3]=1.COS([O:19][CH3:20])(=O)=O.[CH3:21]C(C)=O. (3) Given the product [OH:8][C:9]1[CH:14]=[CH:13][N:12]([C:15]2[S:16][C:17]([C:21]([O:23][CH2:24][CH3:25])=[O:22])=[C:18]([CH3:20])[N:19]=2)[C:11](=[O:26])[CH:10]=1, predict the reactants needed to synthesize it. The reactants are: C([O:8][C:9]1[CH:14]=[CH:13][N:12]([C:15]2[S:16][C:17]([C:21]([O:23][CH2:24][CH3:25])=[O:22])=[C:18]([CH3:20])[N:19]=2)[C:11](=[O:26])[CH:10]=1)C1C=CC=CC=1. (4) Given the product [Cl:1][C:2]1[N:3]=[C:4]([Cl:11])[C:5]2[CH:10]=[CH:9][N:8]([CH:19]3[CH2:21][CH2:20]3)[C:6]=2[N:7]=1, predict the reactants needed to synthesize it. The reactants are: [Cl:1][C:2]1[N:3]=[C:4]([Cl:11])[C:5]2[CH:10]=[CH:9][NH:8][C:6]=2[N:7]=1.C(N(CC)CC)C.[CH:19]1(B(O)O)[CH2:21][CH2:20]1. (5) Given the product [CH2:1]([O:8][C:9]1[CH:10]=[C:11]([OH:17])[C:12](=[CH:15][CH:16]=1)[CH2:13][OH:14])[C:2]1[CH:3]=[CH:4][CH:5]=[CH:6][CH:7]=1, predict the reactants needed to synthesize it. The reactants are: [CH2:1]([O:8][C:9]1[CH:16]=[CH:15][C:12]([CH:13]=[O:14])=[C:11]([OH:17])[CH:10]=1)[C:2]1[CH:7]=[CH:6][CH:5]=[CH:4][CH:3]=1.[BH4-].[Na+].